This data is from Plasma protein binding rate (PPBR) regression data from AstraZeneca. The task is: Regression/Classification. Given a drug SMILES string, predict its absorption, distribution, metabolism, or excretion properties. Task type varies by dataset: regression for continuous measurements (e.g., permeability, clearance, half-life) or binary classification for categorical outcomes (e.g., BBB penetration, CYP inhibition). For this dataset (ppbr_az), we predict Y. (1) The molecule is Cc1cc(Nc2cncc(N[C@@H](C)c3ccc(F)cn3)n2)n[nH]1. The Y is 78.0 %. (2) The drug is O=C(Nc1ccc(Cl)c(C(=O)Nc2cncs2)c1)c1cccc(Cl)c1. The Y is 99.8 %. (3) The compound is Cc1ccc(S(=O)(=O)NC(=O)N2CCC(N3CCC(Oc4ccc(Cl)c(C)c4Cl)CC3)CC2)cc1. The Y is 82.0 %. (4) The compound is Cc1cc(C)c(S(=O)(=O)NCc2ccncc2)c(C)c1. The Y is 86.0 %. (5) The compound is COc1ccc(CNC(=O)Nc2ncc([N+](=O)[O-])s2)cc1. The Y is 99.7 %. (6) The compound is COc1cccc([C@H](O)C2CCN(CCc3ccc(F)cc3)CC2)c1OC. The Y is 34.9 %.